This data is from Reaction yield outcomes from USPTO patents with 853,638 reactions. The task is: Predict the reaction yield, written as a fraction of the theoretical maximum amount of product (1.0 means a 100% yield; for example, 0.34 means a 34% yield). (1) The reactants are [N:1]1([C:10]2[S:14][C:13]([C:15]([OH:17])=O)=[C:12]([O:18][CH2:19][C:20]3[CH:25]=[CH:24][CH:23]=[CH:22][CH:21]=3)[CH:11]=2)[C:5]2[CH:6]=[CH:7][CH:8]=[CH:9][C:4]=2[N:3]=[CH:2]1.CN(C)C=O.C(Cl)(=O)C(Cl)=O.Cl.[NH2:38][OH:39].C(N(CC)CC)C.Cl. The catalyst is ClCCl.O1CCCC1.O. The product is [N:1]1([C:10]2[S:14][C:13]([C:15]([NH:38][OH:39])=[O:17])=[C:12]([O:18][CH2:19][C:20]3[CH:25]=[CH:24][CH:23]=[CH:22][CH:21]=3)[CH:11]=2)[C:5]2[CH:6]=[CH:7][CH:8]=[CH:9][C:4]=2[N:3]=[CH:2]1. The yield is 0.100. (2) The reactants are [NH:1]1[C:5]2[CH:6]=[CH:7][C:8]([C:10]([OH:12])=O)=[CH:9][C:4]=2[N:3]=[CH:2]1.[CH3:13][O:14][C:15]1[CH:16]=[CH:17][C:18]2[CH2:27][CH2:26][C@H:25]3[C@@H:20]([CH2:21][CH2:22][CH2:23][NH:24]3)[C:19]=2[CH:28]=1. No catalyst specified. The product is [NH:1]1[C:5]2[CH:6]=[CH:7][C:8]([C:10]([N:24]3[C@@H:25]4[C@H:20]([C:19]5[CH:28]=[C:15]([O:14][CH3:13])[CH:16]=[CH:17][C:18]=5[CH2:27][CH2:26]4)[CH2:21][CH2:22][CH2:23]3)=[O:12])=[CH:9][C:4]=2[N:3]=[CH:2]1. The yield is 0.770. (3) The reactants are [F:1][C:2]([F:23])([F:22])[C:3]1[CH:8]=[CH:7][C:6]([C:9]2[N:14]=[C:13]([C:15]3[CH:20]=[CH:19][C:18]([NH2:21])=[CH:17][CH:16]=3)[CH:12]=[CH:11][N:10]=2)=[CH:5][CH:4]=1.C[Si](C)(C)[N-][Si](C)(C)C.[K+].[CH3:34][O:35][CH:36]1[CH:41]([O:42][CH3:43])[CH:40]([O:44][CH3:45])[CH:39]([CH3:46])[O:38][CH:37]1[O:47][C:48](=O)[O:49]C1C=CC([N+]([O-])=O)=CC=1.C(=O)(O)[O-].[Na+]. The product is [CH3:34][O:35][C@@H:36]1[C@H:41]([O:42][CH3:43])[C@@H:40]([O:44][CH3:45])[C@H:39]([CH3:46])[O:38][C@H:37]1[O:47][C:48](=[O:49])[NH:21][C:18]1[CH:19]=[CH:20][C:15]([C:13]2[CH:12]=[CH:11][N:10]=[C:9]([C:6]3[CH:5]=[CH:4][C:3]([C:2]([F:1])([F:22])[F:23])=[CH:8][CH:7]=3)[N:14]=2)=[CH:16][CH:17]=1. The yield is 0.290. The catalyst is C1(C)C=CC=CC=1. (4) The product is [CH3:22][N:5]([CH2:4][CH2:3][C:2]([F:19])([F:18])[F:1])[C:6]([C:8]1[CH:17]=[CH:16][C:11]([C:12]([OH:14])=[O:13])=[CH:10][N:9]=1)=[O:7]. The catalyst is CN(C)C=O. The reactants are [F:1][C:2]([F:19])([F:18])[CH2:3][CH2:4][NH:5][C:6]([C:8]1[CH:17]=[CH:16][C:11]([C:12]([O:14]C)=[O:13])=[CH:10][N:9]=1)=[O:7].[H-].[Na+].[CH3:22]I.O. The yield is 0.470.